From a dataset of Full USPTO retrosynthesis dataset with 1.9M reactions from patents (1976-2016). Predict the reactants needed to synthesize the given product. (1) Given the product [F:38][CH:37]([F:39])[CH2:36][N:17]1[C:18]2[C:19](=[N:20][CH:21]=[CH:22][CH:23]=2)[C:15]([C:12]2[CH:11]=[CH:10][C:9]([OH:8])=[CH:14][CH:13]=2)=[N:16]1, predict the reactants needed to synthesize it. The reactants are: C([O:8][C:9]1[CH:14]=[CH:13][C:12]([C:15]2[C:19]3=[N:20][CH:21]=[CH:22][CH:23]=[C:18]3[NH:17][N:16]=2)=[CH:11][CH:10]=1)C1C=CC=CC=1.C([O-])([O-])=O.[Cs+].[Cs+].FC(F)(F)S(O[CH2:36][CH:37]([F:39])[F:38])(=O)=O.O. (2) Given the product [CH2:30]([N:26]1[CH:25]=[C:24]2[C:28]([CH:29]=[C:21]([C:13]3[CH:12]=[C:11]([CH2:10][CH:8]4[CH2:9][CH:7]4[CH2:6][N:37]4[CH2:41][CH2:40][CH2:39][CH2:38]4)[N:19]4[C:14]=3[C:15]([NH2:20])=[N:16][CH:17]=[N:18]4)[CH:22]=[CH:23]2)=[N:27]1)[C:31]1[CH:36]=[CH:35][CH:34]=[CH:33][CH:32]=1, predict the reactants needed to synthesize it. The reactants are: CS(O[CH2:6][CH:7]1[CH2:9][CH:8]1[CH2:10][C:11]1[N:19]2[C:14]([C:15]([NH2:20])=[N:16][CH:17]=[N:18]2)=[C:13]([C:21]2[CH:22]=[CH:23][C:24]3[C:28]([CH:29]=2)=[N:27][N:26]([CH2:30][C:31]2[CH:36]=[CH:35][CH:34]=[CH:33][CH:32]=2)[CH:25]=3)[CH:12]=1)(=O)=O.[NH:37]1[CH2:41][CH2:40][CH2:39][CH2:38]1.CCN(C(C)C)C(C)C. (3) Given the product [NH2:18][C:15]1[N:14]2[N:19]=[CH:20][C:21]([C:22]3[CH:23]=[N:24][C:25]4[C:30]([CH:31]=3)=[CH:29][CH:28]=[CH:27][CH:26]=4)=[C:13]2[N:12]=[C:11]([CH:8]2[CH2:7][N:6]([C:35](=[O:36])[CH2:34][O:33][CH3:32])[CH:5]([C:3]([OH:4])=[O:2])[CH2:10][CH2:9]2)[C:16]=1[Br:17], predict the reactants needed to synthesize it. The reactants are: C[O:2][C:3]([CH:5]1[CH2:10][CH2:9][CH:8]([C:11]2[C:16]([Br:17])=[C:15]([NH2:18])[N:14]3[N:19]=[CH:20][C:21]([C:22]4[CH:23]=[N:24][C:25]5[C:30]([CH:31]=4)=[CH:29][CH:28]=[CH:27][CH:26]=5)=[C:13]3[N:12]=2)[CH2:7][NH:6]1)=[O:4].[CH3:32][O:33][CH2:34][C:35](Cl)=[O:36].C(N(CC)CC)C.[OH-].[Na+].Cl. (4) Given the product [CH3:1][O:2][C:3]([C:5]1[C:9]([CH3:10])=[C:8]([C:13](=[O:14])[C:12]([Cl:17])([Cl:16])[Cl:11])[NH:7][CH:6]=1)=[O:4], predict the reactants needed to synthesize it. The reactants are: [CH3:1][O:2][C:3]([C:5]1[C:9]([CH3:10])=[CH:8][NH:7][CH:6]=1)=[O:4].[Cl:11][C:12]([Cl:17])([Cl:16])[C:13](Cl)=[O:14].[Cl-].[Al+3].[Cl-].[Cl-]. (5) Given the product [OH:29][C@H:28]([CH3:30])[C:27]([N:1]1[CH2:4][CH:3]([C:5]2[CH:6]=[CH:7][C:8]3[O:17][CH2:16][CH2:15][C:14]4[S:13][C:12]([C:18]5[N:19]([CH:23]([CH3:24])[CH3:25])[N:20]=[CH:21][N:22]=5)=[N:11][C:10]=4[C:9]=3[CH:26]=2)[CH2:2]1)=[O:31], predict the reactants needed to synthesize it. The reactants are: [NH:1]1[CH2:4][CH:3]([C:5]2[CH:6]=[CH:7][C:8]3[O:17][CH2:16][CH2:15][C:14]4[S:13][C:12]([C:18]5[N:19]([CH:23]([CH3:25])[CH3:24])[N:20]=[CH:21][N:22]=5)=[N:11][C:10]=4[C:9]=3[CH:26]=2)[CH2:2]1.[C:27]([O-])(=[O:31])[C@@H:28]([CH3:30])[OH:29].[Na+].[OH-].[Na+].